This data is from Forward reaction prediction with 1.9M reactions from USPTO patents (1976-2016). The task is: Predict the product of the given reaction. (1) The product is: [CH3:22][N:23]([CH3:24])[CH2:25]/[CH:26]=[CH:27]/[C:28]([NH:1][C:2]1[CH:3]=[CH:4][CH:5]=[C:6]([NH:8][C:9]2[CH:14]=[C:13]([NH:15][C:16]3[CH:17]=[CH:18][CH:19]=[CH:20][CH:21]=3)[N:12]=[CH:11][N:10]=2)[N:7]=1)=[O:29]. Given the reactants [NH2:1][C:2]1[N:7]=[C:6]([NH:8][C:9]2[CH:14]=[C:13]([NH:15][C:16]3[CH:21]=[CH:20][CH:19]=[CH:18][CH:17]=3)[N:12]=[CH:11][N:10]=2)[CH:5]=[CH:4][CH:3]=1.[CH3:22][N:23]([CH2:25]/[CH:26]=[CH:27]/[C:28](Cl)=[O:29])[CH3:24], predict the reaction product. (2) The product is: [Cl:15][C:16]1[CH:21]=[CH:20][C:19]([C:2]2[CH:14]=[CH:13][C:5]3[S:6][C:7]([C:9]([O:11][CH3:12])=[O:10])=[CH:8][C:4]=3[CH:3]=2)=[CH:18][CH:17]=1. Given the reactants Br[C:2]1[CH:14]=[CH:13][C:5]2[S:6][C:7]([C:9]([O:11][CH3:12])=[O:10])=[CH:8][C:4]=2[CH:3]=1.[Cl:15][C:16]1[CH:21]=[CH:20][C:19](B(O)O)=[CH:18][CH:17]=1.[Cl-].[Li+].C(=O)([O-])[O-].[Na+].[Na+], predict the reaction product. (3) Given the reactants [CH:1]1([Zr:6](C)C)[CH:5]=[CH:4][CH:3]=[CH:2]1.[F:9][C:10]([F:19])([F:18])[C:11]1[CH:16]=[CH:15][CH:14]=[C:13]([OH:17])[CH:12]=1, predict the reaction product. The product is: [CH:1]1([Zr:6]([O:17][C:13]2[CH:14]=[CH:15][CH:16]=[C:11]([C:10]([F:9])([F:18])[F:19])[CH:12]=2)[O:17][C:13]2[CH:14]=[CH:15][CH:16]=[C:11]([C:10]([F:18])([F:19])[F:9])[CH:12]=2)[CH:5]=[CH:4][CH:3]=[CH:2]1. (4) Given the reactants [S:1]1[CH:5]=[CH:4][C:3]2[C:6](=[O:14])[C:7]3[S:8][CH:9]=[CH:10][C:11]=3[C:12](=[O:13])[C:2]1=2.[OH-].[Na+].[CH2:17]([CH:23]([CH2:36][CH2:37][CH2:38][CH2:39][CH2:40][CH2:41][CH2:42][CH3:43])[CH2:24]OS(C1C=CC(C)=CC=1)(=O)=O)[CH2:18][CH2:19][CH2:20][CH2:21][CH3:22], predict the reaction product. The product is: [CH2:17]([CH:23]([CH2:36][CH2:37][CH2:38][CH2:39][CH2:40][CH2:41][CH2:42][CH3:43])[CH2:24][O:14][C:6]1[C:7]2[S:8][CH:9]=[CH:10][C:11]=2[C:12]([O:13][CH2:24][CH:23]([CH2:17][CH2:18][CH2:19][CH2:20][CH2:21][CH3:22])[CH2:36][CH2:37][CH2:38][CH2:39][CH2:40][CH2:41][CH2:42][CH3:43])=[C:2]2[S:1][CH:5]=[CH:4][C:3]=12)[CH2:18][CH2:19][CH2:20][CH2:21][CH3:22]. (5) Given the reactants [CH3:1][C:2]([CH3:4])=[O:3].[C:5]1(=[O:11])[CH2:10][CH2:9][CH2:8][CH2:7][CH2:6]1.[CH2:12]([C:16]([CH3:18])=[O:17])[CH:13]([CH3:15])[CH3:14].C1(=O)CCCCC1, predict the reaction product. The product is: [CH3:1][C:2]([CH3:4])=[O:3].[CH2:12]([C:16]([CH3:18])=[O:17])[CH:13]([CH3:15])[CH3:14].[C:5]1(=[O:11])[CH2:10][CH2:9][CH2:8][CH2:7][CH2:6]1. (6) Given the reactants F[C:2]1[CH:3]=[N:4][C:5]2[C:10]([C:11]=1[CH2:12][CH2:13][C:14]13[CH2:21][CH2:20][C:17]([NH:22]C(=O)OC(C)(C)C)([CH2:18][CH2:19]1)[CH2:16][O:15]3)=[N:9][C:8]([O:30][CH3:31])=[CH:7][CH:6]=2.[CH3:32][O-:33].[Na+], predict the reaction product. The product is: [CH3:32][O:33][C:2]1[CH:3]=[N:4][C:5]2[C:10]([C:11]=1[CH2:12][CH2:13][C:14]13[CH2:19][CH2:18][C:17]([NH2:22])([CH2:20][CH2:21]1)[CH2:16][O:15]3)=[N:9][C:8]([O:30][CH3:31])=[CH:7][CH:6]=2.